From a dataset of Forward reaction prediction with 1.9M reactions from USPTO patents (1976-2016). Predict the product of the given reaction. (1) Given the reactants Br[C:2]1[C:10]2[C:5](=[CH:6][CH:7]=[C:8]([C:11]3[N:15]=[CH:14][N:13]([C:16]([C:29]4[CH:34]=[CH:33][CH:32]=[CH:31][CH:30]=4)([C:23]4[CH:28]=[CH:27][CH:26]=[CH:25][CH:24]=4)[C:17]4[CH:22]=[CH:21][CH:20]=[CH:19][CH:18]=4)[N:12]=3)[CH:9]=2)[N:4]([CH:35]2[CH2:40][CH2:39][CH2:38][CH2:37][O:36]2)[N:3]=1.[N:41]1([CH2:46][CH2:47][O:48][C:49]2[CH:50]=[C:51]3[C:56](=[CH:57][CH:58]=2)[CH:55]=[C:54](B(O)O)[CH:53]=[CH:52]3)[CH2:45][CH2:44][CH2:43][CH2:42]1, predict the reaction product. The product is: [N:41]1([CH2:46][CH2:47][O:48][C:49]2[CH:50]=[C:51]3[C:56](=[CH:57][CH:58]=2)[CH:55]=[C:54]([C:2]2[C:10]4[C:5](=[CH:6][CH:7]=[C:8]([C:11]5[N:15]=[CH:14][N:13]([C:16]([C:29]6[CH:34]=[CH:33][CH:32]=[CH:31][CH:30]=6)([C:23]6[CH:28]=[CH:27][CH:26]=[CH:25][CH:24]=6)[C:17]6[CH:22]=[CH:21][CH:20]=[CH:19][CH:18]=6)[N:12]=5)[CH:9]=4)[N:4]([CH:35]4[CH2:40][CH2:39][CH2:38][CH2:37][O:36]4)[N:3]=2)[CH:53]=[CH:52]3)[CH2:45][CH2:44][CH2:43][CH2:42]1. (2) Given the reactants C(O)(C(F)(F)F)=O.[C:8]([C:10]1[CH:15]=[CH:14][C:13]([C:16]2[CH:17]=[N:18][N:19]([C:22]3[CH:30]=[CH:29][C:25]([C:26]([OH:28])=O)=[CH:24][N:23]=3)[C:20]=2[OH:21])=[C:12]([CH3:31])[CH:11]=1)#[N:9].[N:32]1([CH2:38][CH2:39][CH2:40][NH2:41])[CH2:37][CH2:36][CH2:35][CH2:34][CH2:33]1, predict the reaction product. The product is: [C:8]([C:10]1[CH:15]=[CH:14][C:13]([C:16]2[CH:17]=[N:18][N:19]([C:22]3[CH:30]=[CH:29][C:25]([C:26]([NH:41][CH2:40][CH2:39][CH2:38][N:32]4[CH2:37][CH2:36][CH2:35][CH2:34][CH2:33]4)=[O:28])=[CH:24][N:23]=3)[C:20]=2[OH:21])=[C:12]([CH3:31])[CH:11]=1)#[N:9]. (3) Given the reactants [CH3:1][O:2][C:3](=[O:26])[CH2:4][C@H:5]1[C:9]2[CH:10]=[CH:11][C:12]([O:14][C@H:15]3[C:23]4[C:18](=[C:19](Br)[CH:20]=[CH:21][C:22]=4[F:24])[CH2:17][CH2:16]3)=[CH:13][C:8]=2[O:7][CH2:6]1.[Cl-].[CH3:28][O:29][C:30]1[CH:31]=[C:32]([CH:35]=[CH:36][CH:37]=1)[CH2:33][Zn+].Cl.N, predict the reaction product. The product is: [CH3:1][O:2][C:3](=[O:26])[CH2:4][C@H:5]1[C:9]2[CH:10]=[CH:11][C:12]([O:14][C@H:15]3[C:23]4[C:18](=[C:19]([CH2:33][C:32]5[CH:35]=[CH:36][CH:37]=[C:30]([O:29][CH3:28])[CH:31]=5)[CH:20]=[CH:21][C:22]=4[F:24])[CH2:17][CH2:16]3)=[CH:13][C:8]=2[O:7][CH2:6]1. (4) Given the reactants [CH2:1]([C@:3]1([C:32]([O:34]C)=[O:33])[CH2:7][CH2:6][CH2:5][C@H:4]1[N:8]([CH3:31])[S:9]([C:12]1[CH:17]=[CH:16][C:15]([O:18][CH2:19][C:20]2[C:29]3[C:24](=[CH:25][CH:26]=[CH:27][CH:28]=3)[N:23]=[C:22]([CH3:30])[CH:21]=2)=[CH:14][CH:13]=1)(=[O:11])=[O:10])[CH3:2].[OH-].[Na+].Cl.C(N(CC)CC)C, predict the reaction product. The product is: [CH2:1]([C@:3]1([C:32]([OH:34])=[O:33])[CH2:7][CH2:6][CH2:5][C@H:4]1[N:8]([CH3:31])[S:9]([C:12]1[CH:17]=[CH:16][C:15]([O:18][CH2:19][C:20]2[C:29]3[C:24](=[CH:25][CH:26]=[CH:27][CH:28]=3)[N:23]=[C:22]([CH3:30])[CH:21]=2)=[CH:14][CH:13]=1)(=[O:10])=[O:11])[CH3:2]. (5) Given the reactants [C:1]([O:5][C:6]([N:8]1[CH2:13][CH2:12][N:11]([C:14]2[C:23]3[C:18](=[CH:19][C:20]([Cl:24])=[CH:21][CH:22]=3)[NH:17][C:16](=O)[CH:15]=2)[CH2:10][CH2:9]1)=[O:7])([CH3:4])([CH3:3])[CH3:2].[H-].[Na+].[CH3:28][NH:29][CH3:30], predict the reaction product. The product is: [C:1]([O:5][C:6]([N:8]1[CH2:13][CH2:12][N:11]([C:14]2[C:23]3[C:18](=[CH:19][C:20]([Cl:24])=[CH:21][CH:22]=3)[N:17]=[C:16]([N:29]([CH3:30])[CH3:28])[CH:15]=2)[CH2:10][CH2:9]1)=[O:7])([CH3:4])([CH3:3])[CH3:2]. (6) Given the reactants Br[C:2]1[CH:3]=[C:4]([N:22]([CH3:29])[CH:23]2[CH2:28][CH2:27][O:26][CH2:25][CH2:24]2)[C:5]([CH3:21])=[C:6]([CH:20]=1)[C:7]([NH:9][CH2:10][C:11]1[C:12](=[O:19])[NH:13][C:14]([CH3:18])=[CH:15][C:16]=1[CH3:17])=[O:8].[CH:30]([C:32]1[N:37]=[CH:36][C:35](B(O)O)=[CH:34][CH:33]=1)=[O:31].C([O-])([O-])=O.[Na+].[Na+], predict the reaction product. The product is: [CH3:17][C:16]1[CH:15]=[C:14]([CH3:18])[NH:13][C:12](=[O:19])[C:11]=1[CH2:10][NH:9][C:7](=[O:8])[C:6]1[CH:20]=[C:2]([C:35]2[CH:36]=[N:37][C:32]([CH:30]=[O:31])=[CH:33][CH:34]=2)[CH:3]=[C:4]([N:22]([CH3:29])[CH:23]2[CH2:28][CH2:27][O:26][CH2:25][CH2:24]2)[C:5]=1[CH3:21]. (7) Given the reactants [OH:1][C:2]1[CH:14]=[CH:13][C:12]2[C:11]3[C:6](=[CH:7][C:8]([OH:15])=[CH:9][CH:10]=3)[C:5](=[O:16])[C:4]=2[CH:3]=1.[N:17]12[CH2:24][CH2:23][CH:20]([CH2:21][CH2:22]1)[C@@H:19](O)[CH2:18]2.[C:43]1(P([C:39]2[CH:44]=[CH:43][CH:42]=[CH:41]C=2)[C:43]2[CH:44]=[CH:39]C=[CH:41][CH:42]=2)[CH:44]=[CH:39]C=[CH:41][CH:42]=1.CCOC(/[N:50]=N/C(OCC)=O)=O.[CH2:57]1[CH2:61]OCC1, predict the reaction product. The product is: [N:17]12[CH2:24][CH2:23][CH:20]([CH2:21][CH2:22]1)[C@H:19]([O:1][C:2]1[CH:14]=[CH:13][C:12]3[C:11]4[C:6](=[CH:7][C:8]([O:15][C@H:44]5[CH:43]6[CH2:42][CH2:41][N:50]([CH2:61][CH2:57]6)[CH2:39]5)=[CH:9][CH:10]=4)[C:5](=[O:16])[C:4]=3[CH:3]=1)[CH2:18]2.